From a dataset of NCI-60 drug combinations with 297,098 pairs across 59 cell lines. Regression. Given two drug SMILES strings and cell line genomic features, predict the synergy score measuring deviation from expected non-interaction effect. (1) Drug 1: CC(C1=C(C=CC(=C1Cl)F)Cl)OC2=C(N=CC(=C2)C3=CN(N=C3)C4CCNCC4)N. Drug 2: CN(C)N=NC1=C(NC=N1)C(=O)N. Cell line: M14. Synergy scores: CSS=-8.86, Synergy_ZIP=3.96, Synergy_Bliss=-0.518, Synergy_Loewe=-3.81, Synergy_HSA=-5.23. (2) Drug 1: CC1=C(C(CCC1)(C)C)C=CC(=CC=CC(=CC(=O)O)C)C. Drug 2: C1CCC(C(C1)N)N.C(=O)(C(=O)[O-])[O-].[Pt+4]. Cell line: RPMI-8226. Synergy scores: CSS=71.2, Synergy_ZIP=-2.22, Synergy_Bliss=-2.89, Synergy_Loewe=0.266, Synergy_HSA=3.90. (3) Drug 1: COC1=C(C=C2C(=C1)N=CN=C2NC3=CC(=C(C=C3)F)Cl)OCCCN4CCOCC4. Drug 2: CCN(CC)CCCC(C)NC1=C2C=C(C=CC2=NC3=C1C=CC(=C3)Cl)OC. Cell line: A549. Synergy scores: CSS=38.1, Synergy_ZIP=11.3, Synergy_Bliss=14.7, Synergy_Loewe=11.4, Synergy_HSA=16.0. (4) Drug 1: C1CC(C1)(C(=O)O)C(=O)O.[NH2-].[NH2-].[Pt+2]. Drug 2: C1C(C(OC1N2C=NC3=C2NC=NCC3O)CO)O. Cell line: SK-MEL-2. Synergy scores: CSS=35.9, Synergy_ZIP=0.208, Synergy_Bliss=3.26, Synergy_Loewe=1.40, Synergy_HSA=1.74. (5) Drug 1: CC12CCC3C(C1CCC2O)C(CC4=C3C=CC(=C4)O)CCCCCCCCCS(=O)CCCC(C(F)(F)F)(F)F. Drug 2: COCCOC1=C(C=C2C(=C1)C(=NC=N2)NC3=CC=CC(=C3)C#C)OCCOC.Cl. Cell line: SN12C. Synergy scores: CSS=2.26, Synergy_ZIP=-4.61, Synergy_Bliss=-2.52, Synergy_Loewe=-2.81, Synergy_HSA=-1.43. (6) Drug 1: C1=NC2=C(N=C(N=C2N1C3C(C(C(O3)CO)O)O)F)N. Drug 2: CNC(=O)C1=NC=CC(=C1)OC2=CC=C(C=C2)NC(=O)NC3=CC(=C(C=C3)Cl)C(F)(F)F. Cell line: NCI-H322M. Synergy scores: CSS=-1.07, Synergy_ZIP=1.32, Synergy_Bliss=-2.06, Synergy_Loewe=0.963, Synergy_HSA=-4.85.